From a dataset of Full USPTO retrosynthesis dataset with 1.9M reactions from patents (1976-2016). Predict the reactants needed to synthesize the given product. (1) Given the product [CH:1]1([C:4]2[CH:5]=[CH:6][C:7]([C:17]([NH:20][C@@H:21]([C:26]([CH3:29])([CH3:28])[CH3:27])[C:22]([NH:24][CH3:25])=[O:23])=[O:19])=[N:8][C:9]=2[O:10][CH2:11][CH:12]2[CH2:16][CH2:15][CH2:14][O:13]2)[CH2:2][CH2:3]1, predict the reactants needed to synthesize it. The reactants are: [CH:1]1([C:4]2[CH:5]=[CH:6][C:7]([C:17]([OH:19])=O)=[N:8][C:9]=2[O:10][CH2:11][CH:12]2[CH2:16][CH2:15][CH2:14][O:13]2)[CH2:3][CH2:2]1.[NH2:20][C@@H:21]([C:26]([CH3:29])([CH3:28])[CH3:27])[C:22]([NH:24][CH3:25])=[O:23]. (2) Given the product [F:34][C:35]1[CH:36]=[C:37]2[C:43]([I:44])=[N:42][N:41]([CH2:51][C:49]3[CH:50]=[N:45][CH:46]=[N:47][CH:48]=3)[C:38]2=[N:39][CH:40]=1, predict the reactants needed to synthesize it. The reactants are: C1(P(C2C=CC=CC=2)C2C=CC=CC=2)C=CC=CC=1.N(C(OC(C)C)=O)=NC(OC(C)C)=O.[F:34][C:35]1[CH:36]=[C:37]2[C:43]([I:44])=[N:42][NH:41][C:38]2=[N:39][CH:40]=1.[N:45]1[CH:50]=[C:49]([CH2:51]O)[CH:48]=[N:47][CH:46]=1.C1(P(C2C=CC=CC=2)C2C=CC=CC=2)C=CC=CC=1.N(C(OC(C)C)=O)=NC(OC(C)C)=O. (3) Given the product [CH:1]1([CH2:6][CH:7]([C:18]2[NH:19][C:20]([C:23](=[O:27])[CH:24]([CH3:25])[CH3:26])=[C:21]([F:29])[N:22]=2)[C:8]2[CH:9]=[CH:10][C:11]([S:14]([CH3:17])(=[O:15])=[O:16])=[CH:12][CH:13]=2)[CH2:5][CH2:4][CH2:3][CH2:2]1, predict the reactants needed to synthesize it. The reactants are: [CH:1]1([CH2:6][CH:7]([C:18]2[NH:19][C:20]([C:23](=[O:27])[CH:24]([CH3:26])[CH3:25])=[CH:21][N:22]=2)[C:8]2[CH:13]=[CH:12][C:11]([S:14]([CH3:17])(=[O:16])=[O:15])=[CH:10][CH:9]=2)[CH2:5][CH2:4][CH2:3][CH2:2]1.[Xe](F)[F:29]. (4) Given the product [CH3:1][C:2]1[CH:7]=[C:6]([N:8]2[CH2:12][CH2:11][CH:10]([CH2:13][N:14]3[CH2:18][CH2:17][CH2:16][CH:15]3[CH3:19])[CH2:9]2)[CH:5]=[CH:4][C:3]=1[NH:20][C:32]([C:27]1[NH:28][C:29]2[C:25]([CH:26]=1)=[CH:24][C:23]([O:22][CH3:21])=[CH:31][CH:30]=2)=[O:33], predict the reactants needed to synthesize it. The reactants are: [CH3:1][C:2]1[CH:7]=[C:6]([N:8]2[CH2:12][CH2:11][CH:10]([CH2:13][N:14]3[CH2:18][CH2:17][CH2:16][CH:15]3[CH3:19])[CH2:9]2)[CH:5]=[CH:4][C:3]=1[NH2:20].[CH3:21][O:22][C:23]1[CH:24]=[C:25]2[C:29](=[CH:30][CH:31]=1)[NH:28][C:27]([C:32](O)=[O:33])=[CH:26]2.